Dataset: Catalyst prediction with 721,799 reactions and 888 catalyst types from USPTO. Task: Predict which catalyst facilitates the given reaction. (1) Reactant: [NH2:1][CH2:2][CH2:3][CH2:4][OH:5].N1C=CN=C1.[C:11]([Si:15](Cl)([CH3:17])[CH3:16])([CH3:14])([CH3:13])[CH3:12]. Product: [Si:15]([O:5][CH2:4][CH2:3][CH2:2][NH2:1])([C:11]([CH3:14])([CH3:13])[CH3:12])([CH3:17])[CH3:16]. The catalyst class is: 2. (2) The catalyst class is: 8. Product: [OH:1][C:2]12[NH:23][N:22]=[C:8]([C:9]([F:12])([F:11])[F:10])[CH:7]1[CH2:6][CH2:5][N:4]([C:14]([O:16][C:17]([CH3:20])([CH3:19])[CH3:18])=[O:15])[CH2:3]2. Reactant: [O:1]=[C:2]1[CH:7]([C:8](=O)[C:9]([F:12])([F:11])[F:10])[CH2:6][CH2:5][N:4]([C:14]([O:16][C:17]([CH3:20])([CH3:19])[CH3:18])=[O:15])[CH2:3]1.O.[NH2:22][NH2:23].